Dataset: Peptide-MHC class I binding affinity with 185,985 pairs from IEDB/IMGT. Task: Regression. Given a peptide amino acid sequence and an MHC pseudo amino acid sequence, predict their binding affinity value. This is MHC class I binding data. (1) The peptide sequence is AVTAALHRK. The MHC is HLA-B27:05 with pseudo-sequence HLA-B27:05. The binding affinity (normalized) is 0.0847. (2) The peptide sequence is QGKQHLHSL. The MHC is HLA-A26:03 with pseudo-sequence HLA-A26:03. The binding affinity (normalized) is 0.0847.